Dataset: Catalyst prediction with 721,799 reactions and 888 catalyst types from USPTO. Task: Predict which catalyst facilitates the given reaction. (1) Reactant: N#N.[Cl:3][C:4]1[CH:30]=[CH:29][C:7]2[NH:8][C:9]([C@H:11]([NH:21]C(=O)OC(C)(C)C)[CH2:12][C:13]3[CH:18]=[CH:17][C:16]([O:19][CH3:20])=[CH:15][CH:14]=3)=[N:10][C:6]=2[CH:5]=1.[ClH:31]. Product: [ClH:3].[ClH:31].[Cl:3][C:4]1[CH:30]=[CH:29][C:7]2[NH:8][C:9]([C@H:11]([NH2:21])[CH2:12][C:13]3[CH:14]=[CH:15][C:16]([O:19][CH3:20])=[CH:17][CH:18]=3)=[N:10][C:6]=2[CH:5]=1. The catalyst class is: 135. (2) Reactant: [CH2:1]([CH:3]1[CH2:8][CH2:7][CH2:6][CH:5]([CH2:9][CH3:10])[N:4]1[CH2:11][C@@H:12]([OH:25])[CH2:13][N:14]1C(=O)C2C(=CC=CC=2)C1=O)[CH3:2].O.NN. Product: [NH2:14][CH2:13][C@H:12]([OH:25])[CH2:11][N:4]1[CH:3]([CH2:1][CH3:2])[CH2:8][CH2:7][CH2:6][CH:5]1[CH2:9][CH3:10]. The catalyst class is: 8. (3) Reactant: [Cl:1][C:2]1[C:3]([O:12][C:13]2[CH:18]=[C:17]([O:19][Si](C(C)C)(C(C)C)C(C)C)[CH:16]=[CH:15][C:14]=2[CH2:30][CH2:31][CH2:32][OH:33])=[N:4][CH:5]=[C:6]([C:8]([F:11])([F:10])[F:9])[CH:7]=1.O[C:35]1[C:39]([CH2:40][C:41]([O:43][CH3:44])=[O:42])=[CH:38][N:37]([CH3:45])[N:36]=1.C(P(CCCC)CCCC)CCC.N(C(N1CCCCC1)=O)=NC(N1CCCCC1)=O.[F-].C([N+](CCCC)(CCCC)CCCC)CCC. Product: [Cl:1][C:2]1[C:3]([O:12][C:13]2[CH:18]=[C:17]([OH:19])[CH:16]=[CH:15][C:14]=2[CH2:30][CH2:31][CH2:32][O:33][C:35]2[C:39]([CH2:40][C:41]([O:43][CH3:44])=[O:42])=[CH:38][N:37]([CH3:45])[N:36]=2)=[N:4][CH:5]=[C:6]([C:8]([F:11])([F:10])[F:9])[CH:7]=1. The catalyst class is: 30. (4) Reactant: [Cl:1][C:2]1[CH:25]=[CH:24][C:5]2[N:6]=[C:7]([NH:9][C:10]3[N:14]([CH2:15][CH3:16])[C:13]4[CH:17]=[CH:18][C:19]([C:21](O)=[O:22])=[CH:20][C:12]=4[N:11]=3)[S:8][C:4]=2[CH:3]=1.[F:26][CH2:27][CH2:28][NH2:29].CN(C(ON1N=NC2C=CC=CC1=2)=[N+](C)C)C.F[P-](F)(F)(F)(F)F.CCN(C(C)C)C(C)C. Product: [F:26][CH2:27][CH2:28][NH:29][C:21]([C:19]1[CH:18]=[CH:17][C:13]2[N:14]([CH2:15][CH3:16])[C:10]([NH:9][C:7]3[S:8][C:4]4[CH:3]=[C:2]([Cl:1])[CH:25]=[CH:24][C:5]=4[N:6]=3)=[N:11][C:12]=2[CH:20]=1)=[O:22]. The catalyst class is: 3. (5) Reactant: [N+:1]([C:4]1[CH:9]=[CH:8][CH:7]=[CH:6][C:5]=1[S:10](Cl)(=[O:12])=[O:11])([O-:3])=[O:2].[S:14]1[C:18]2[CH:19]=[CH:20][CH:21]=[C:22]([NH2:23])[C:17]=2[N:16]=[CH:15]1.[N+](C1C2N=CSC=2C=CC=1)([O-])=O.N1C=CC=CC=1. Product: [S:14]1[C:18]2[CH:19]=[CH:20][CH:21]=[C:22]([NH:23][S:10]([C:5]3[CH:6]=[CH:7][CH:8]=[CH:9][C:4]=3[N+:1]([O-:3])=[O:2])(=[O:12])=[O:11])[C:17]=2[N:16]=[CH:15]1. The catalyst class is: 79. (6) Reactant: [C:1]([OH:5])(=[O:4])[CH:2]=[O:3].[CH3:6][C:7]1[CH:8]=[C:9]([CH:15]=[CH:16][CH:17]=1)[CH2:10][NH:11][CH2:12][CH2:13]O.O. Product: [OH:4][CH:1]1[O:5][CH2:13][CH2:12][N:11]([CH2:10][C:9]2[CH:15]=[CH:16][CH:17]=[C:7]([CH3:6])[CH:8]=2)[C:2]1=[O:3]. The catalyst class is: 7. (7) Reactant: [CH:1]([C:3]1[CH:11]=[CH:10][C:6]([C:7]([OH:9])=O)=[CH:5][CH:4]=1)=[O:2].C(N(CC)CC)C.Cl.CN(C)CCCN=C=NCC.[CH2:31]([N:38]1[CH2:43][CH2:42][CH:41]([NH2:44])[CH2:40][CH2:39]1)[C:32]1[CH:37]=[CH:36][CH:35]=[CH:34][CH:33]=1. Product: [CH2:31]([N:38]1[CH2:43][CH2:42][CH:41]([NH:44][C:7](=[O:9])[C:6]2[CH:5]=[CH:4][C:3]([CH:1]=[O:2])=[CH:11][CH:10]=2)[CH2:40][CH2:39]1)[C:32]1[CH:33]=[CH:34][CH:35]=[CH:36][CH:37]=1. The catalyst class is: 4.